This data is from Catalyst prediction with 721,799 reactions and 888 catalyst types from USPTO. The task is: Predict which catalyst facilitates the given reaction. (1) Reactant: [NH:1]1[C:9]2[C:4](=[CH:5][C:6]([C@H:10]([C:16]3[CH:21]=[CH:20][CH:19]=[CH:18][CH:17]=3)[C:11]([CH3:15])([CH3:14])[C:12]#[N:13])=[CH:7][CH:8]=2)[CH:3]=[N:2]1.[CH3:22][Si]([N-][Si](C)(C)C)(C)C.[Na+].CI.O. Product: [CH3:14][C:11]([CH3:15])([C@H:10]([C:6]1[CH:5]=[C:4]2[C:9](=[CH:8][CH:7]=1)[N:1]([CH3:22])[N:2]=[CH:3]2)[C:16]1[CH:17]=[CH:18][CH:19]=[CH:20][CH:21]=1)[C:12]#[N:13]. The catalyst class is: 1. (2) Reactant: [H-].[Na+].[CH3:3][C:4]1[CH:5]=[C:6]([CH:20]=[CH:21][C:22]=1[CH3:23])[C:7]([C:9]1[C:18](=[O:19])[C:17]2[C:12](=[CH:13][CH:14]=[CH:15][CH:16]=2)[NH:11][CH:10]=1)=[O:8].Br.Br[CH2:26][C:27]1[CH:28]=[N:29][CH:30]=[CH:31][CH:32]=1. Product: [CH3:3][C:4]1[CH:5]=[C:6]([CH:20]=[CH:21][C:22]=1[CH3:23])[C:7]([CH:9]1[C:18](=[O:19])[C:17]2[C:12](=[CH:13][CH:14]=[CH:15][CH:16]=2)[N:11]([CH2:26][C:27]2[CH:28]=[N:29][CH:30]=[CH:31][CH:32]=2)[CH2:10]1)=[O:8]. The catalyst class is: 9. (3) Reactant: Br[C:2]1[CH:3]=[C:4]([CH:11]=[CH:12][N:13]=1)[C:5]([N:7]([O:9][CH3:10])[CH3:8])=[O:6].[OH:14][CH2:15][C:16]1[CH:21]=[CH:20][C:19](B(O)O)=[CH:18][CH:17]=1. Product: [OH:14][CH2:15][C:16]1[CH:21]=[CH:20][C:19]([C:2]2[CH:3]=[C:4]([CH:11]=[CH:12][N:13]=2)[C:5]([N:7]([O:9][CH3:10])[CH3:8])=[O:6])=[CH:18][CH:17]=1. The catalyst class is: 110. (4) The catalyst class is: 23. Product: [F:1][B-:2]([F:5])([F:4])[F:3].[F:1][B-:2]([F:5])([F:4])[F:3].[O-:32][S:29]([C:28]([F:52])([F:51])[F:27])(=[O:31])=[O:30].[O-:32][S:29]([C:28]([F:52])([F:51])[F:27])(=[O:31])=[O:30].[CH2:44]([CH:34]([CH2:35][N+:24]1[CH:25]=[CH:26][C:21]([C:18]2[CH:17]=[CH:16][N+:15]([C:10]3[CH:11]=[CH:12][CH:13]=[CH:14][C:9]=3[CH:6]([CH3:8])[CH3:7])=[CH:20][CH:19]=2)=[CH:22][CH:23]=1)[CH2:33][N+:24]1[CH:23]=[CH:22][C:21]([C:18]2[CH:17]=[CH:16][N+:15]([C:10]3[CH:11]=[CH:12][CH:13]=[CH:14][C:9]=3[CH:6]([CH3:8])[CH3:7])=[CH:20][CH:19]=2)=[CH:26][CH:25]=1)[C:45]1[CH:50]=[CH:49][CH:48]=[CH:47][CH:46]=1. Reactant: [F:1][B-:2]([F:5])([F:4])[F:3].[CH:6]([C:9]1[CH:14]=[CH:13][CH:12]=[CH:11][C:10]=1[N+:15]1[CH:20]=[CH:19][C:18]([C:21]2[CH:26]=[CH:25][N:24]=[CH:23][CH:22]=2)=[CH:17][CH:16]=1)([CH3:8])[CH3:7].[F:27][C:28]([F:52])([F:51])[S:29]([O:32][CH2:33][CH:34]([CH2:44][C:45]1[CH:50]=[CH:49][CH:48]=[CH:47][CH:46]=1)[CH2:35]OS(C(F)(F)F)(=O)=O)(=[O:31])=[O:30]. (5) Reactant: [C:1]([O:5][C:6]([NH:8][C@@:9]1([C:37]([O:39][C:40]([CH3:43])([CH3:42])[CH3:41])=[O:38])[C@H:14]([CH2:15][S:16][C:17]2[CH:22]=[CH:21][C:20]([F:23])=[C:19]([CH3:24])[CH:18]=2)[C@H:13](OS(C)(=O)=O)[C@@H:12]2[C@H:10]1[C@H:11]2[C:30]([O:32][C:33]([CH3:36])([CH3:35])[CH3:34])=[O:31])=[O:7])([CH3:4])([CH3:3])[CH3:2].C(=O)([O-])[O-].[Cs+].[Cs+].[NH:50]1[CH:54]=[N:53][C:52]([SH:55])=[N:51]1.C(O[BH-](OC(=O)C)OC(=O)C)(=O)C.[Na+]. Product: [C:1]([O:5][C:6]([NH:8][C@@:9]1([C:37]([O:39][C:40]([CH3:43])([CH3:42])[CH3:41])=[O:38])[C@H:14]([CH2:15][S:16][C:17]2[CH:22]=[CH:21][C:20]([F:23])=[C:19]([CH3:24])[CH:18]=2)[C@@H:13]([S:55][C:52]2[N:53]=[CH:54][NH:50][N:51]=2)[C@@H:12]2[C@H:10]1[C@H:11]2[C:30]([O:32][C:33]([CH3:35])([CH3:34])[CH3:36])=[O:31])=[O:7])([CH3:4])([CH3:2])[CH3:3]. The catalyst class is: 9. (6) Reactant: C(OC([N:8]1[CH2:11][CH2:10][C@H:9]1[CH2:12][O:13][CH3:14])=O)(C)(C)C.[F:15][C:16]([F:21])([F:20])[C:17]([OH:19])=[O:18]. Product: [F:15][C:16]([F:21])([F:20])[C:17]([OH:19])=[O:18].[CH3:14][O:13][CH2:12][C@@H:9]1[CH2:10][CH2:11][NH:8]1. The catalyst class is: 4.